From a dataset of Full USPTO retrosynthesis dataset with 1.9M reactions from patents (1976-2016). Predict the reactants needed to synthesize the given product. (1) The reactants are: [NH2:1][C:2]1[CH:3]=[C:4]([CH:8]=[CH:9][C:10]=1[S:11][C:12]1[C:17]([C:18](O)=[O:19])=[CH:16][CH:15]=[C:14]([Cl:21])[CH:13]=1)[C:5]([OH:7])=[O:6].Cl.O. Given the product [Cl:21][C:14]1[CH:15]=[CH:16][C:17]2[C:18](=[O:19])[NH:1][C:2]3[CH:3]=[C:4]([C:5]([OH:7])=[O:6])[CH:8]=[CH:9][C:10]=3[S:11][C:12]=2[CH:13]=1, predict the reactants needed to synthesize it. (2) Given the product [Cl:14][C:5]1[C:6]2[C:11](=[CH:10][C:9]([O:12][CH3:13])=[CH:8][CH:7]=2)[C:2]([C:25]([OH:27])=[O:26])=[CH:3][N:4]=1, predict the reactants needed to synthesize it. The reactants are: Br[C:2]1[C:11]2[C:6](=[CH:7][CH:8]=[C:9]([O:12][CH3:13])[CH:10]=2)[C:5]([Cl:14])=[N:4][CH:3]=1.[Li]C(C)(C)C.CCCCC.[C:25](=[O:27])=[O:26].[OH-].[Na+].